Dataset: NCI-60 drug combinations with 297,098 pairs across 59 cell lines. Task: Regression. Given two drug SMILES strings and cell line genomic features, predict the synergy score measuring deviation from expected non-interaction effect. (1) Drug 1: C1=CC(=CC=C1CC(C(=O)O)N)N(CCCl)CCCl.Cl. Drug 2: C1CNP(=O)(OC1)N(CCCl)CCCl. Cell line: HS 578T. Synergy scores: CSS=16.4, Synergy_ZIP=-2.11, Synergy_Bliss=0.815, Synergy_Loewe=-12.1, Synergy_HSA=-2.23. (2) Drug 1: C1C(C(OC1N2C=NC3=C(N=C(N=C32)Cl)N)CO)O. Synergy scores: CSS=13.9, Synergy_ZIP=-6.42, Synergy_Bliss=0.675, Synergy_Loewe=-4.07, Synergy_HSA=0.766. Cell line: SK-MEL-28. Drug 2: CC1=C(N=C(N=C1N)C(CC(=O)N)NCC(C(=O)N)N)C(=O)NC(C(C2=CN=CN2)OC3C(C(C(C(O3)CO)O)O)OC4C(C(C(C(O4)CO)O)OC(=O)N)O)C(=O)NC(C)C(C(C)C(=O)NC(C(C)O)C(=O)NCCC5=NC(=CS5)C6=NC(=CS6)C(=O)NCCC[S+](C)C)O.